Dataset: Catalyst prediction with 721,799 reactions and 888 catalyst types from USPTO. Task: Predict which catalyst facilitates the given reaction. (1) Reactant: Cl.Cl.[N:3]1[C:11]2[CH:10]=[CH:9][N:8]=[CH:7][C:6]=2[O:5][C:4]=1[NH:12][CH:13]1[CH2:18][CH2:17][NH:16][CH2:15][CH2:14]1.[Cl:19][C:20]1[CH:27]=[CH:26][C:23]([CH:24]=O)=[CH:22][C:21]=1[O:28][CH2:29][CH3:30].C([BH3-])#N.[Na+].C(N(C(C)C)C(C)C)C. Product: [Cl:19][C:20]1[CH:27]=[CH:26][C:23]([CH2:24][N:16]2[CH2:17][CH2:18][CH:13]([NH:12][C:4]3[O:5][C:6]4[CH:7]=[N:8][CH:9]=[CH:10][C:11]=4[N:3]=3)[CH2:14][CH2:15]2)=[CH:22][C:21]=1[O:28][CH2:29][CH3:30]. The catalyst class is: 212. (2) Reactant: [NH2:1][C:2]1[CH:12]=[CH:11][C:5]([C:6]([O:8]CC)=[O:7])=[C:4]([CH3:13])[N:3]=1.C(N(CC)CC)C.Cl[CH2:22][CH2:23][CH2:24][C:25](Cl)=[O:26].Cl. Product: [CH3:13][C:4]1[N:3]=[C:2]([N:1]2[CH2:22][CH2:23][CH2:24][C:25]2=[O:26])[CH:12]=[CH:11][C:5]=1[C:6]([OH:8])=[O:7]. The catalyst class is: 448. (3) Reactant: [C:1]([CH:4]([CH2:27][S:28][C:29]1[CH:34]=[CH:33][CH:32]=[CH:31][CH:30]=1)[CH2:5][N:6]([CH2:22][CH2:23][CH:24]([CH3:26])[CH3:25])[C:7](=[O:21])[NH:8][C@@H:9]([CH2:14][C:15]1[CH:20]=[CH:19][CH:18]=[CH:17][CH:16]=1)[C:10]([NH:12][CH3:13])=[O:11])([OH:3])=O.[OH:35][N:36]1C2C=CC=CC=2N=N1.Cl.C(N=C=NCCCN(C)C)C.CN1CCOCC1.[Cl-].O[NH3+].C(O)(=O)CC(CC(O)=O)(C(O)=O)O. Product: [OH:35][NH:36][C:1]([CH:4]([CH2:27][S:28][C:29]1[CH:30]=[CH:31][CH:32]=[CH:33][CH:34]=1)[CH2:5][N:6]([CH2:22][CH2:23][CH:24]([CH3:25])[CH3:26])[C:7](=[O:21])[NH:8][C@@H:9]([CH2:14][C:15]1[CH:16]=[CH:17][CH:18]=[CH:19][CH:20]=1)[C:10]([NH:12][CH3:13])=[O:11])=[O:3]. The catalyst class is: 306.